This data is from Full USPTO retrosynthesis dataset with 1.9M reactions from patents (1976-2016). The task is: Predict the reactants needed to synthesize the given product. (1) Given the product [ClH:47].[ClH:47].[C:1]1([S:11]([C:14]2[C:22]3[C:17](=[CH:18][CH:19]=[C:20]([NH:23][CH2:43][CH2:35][NH2:36])[CH:21]=3)[NH:16][N:15]=2)(=[O:13])=[O:12])[C:10]2[C:5](=[CH:6][CH:7]=[CH:8][CH:9]=2)[CH:4]=[CH:3][CH:2]=1, predict the reactants needed to synthesize it. The reactants are: [C:1]1([S:11]([C:14]2[C:22]3[C:17](=[CH:18][CH:19]=[C:20]([NH2:23])[CH:21]=3)[NH:16][N:15]=2)(=[O:13])=[O:12])[C:10]2[C:5](=[CH:6][CH:7]=[CH:8][CH:9]=2)[CH:4]=[CH:3][CH:2]=1.C1(S[C:35]2[C:43]3C(=CC=C([N+]([O-])=O)C=3)N[N:36]=2)C2C(=CC=CC=2)C=CC=1.[Cl:47]C1C=C(C=CC=1)C(OO)=O.[Sn].[OH-].[Na+].C([O-])([O-])=O.[Na+].[Na+]. (2) Given the product [F:1][C:2]1[CH:10]=[C:9]2[C:5]([C:6]([CH3:11])=[CH:7][NH:8]2)=[CH:4][CH:3]=1, predict the reactants needed to synthesize it. The reactants are: [F:1][C:2]1[CH:10]=[C:9]2[C:5]([C:6]([CH:11]=O)=[CH:7][NH:8]2)=[CH:4][CH:3]=1.[H-].[Al+3].[Li+].[H-].[H-].[H-]. (3) Given the product [CH3:17][N:2]([CH3:1])[N:3]=[CH:4][C:5]1[N:10]([CH2:11][CH3:12])[C:9](=[O:13])[N:8]([CH2:14][CH3:15])[C:7](=[O:16])[C:6]=1/[CH:20]=[CH:19]/[C:18]([O:22][CH3:23])=[O:21], predict the reactants needed to synthesize it. The reactants are: [CH3:1][N:2]([CH3:17])[N:3]=[CH:4][C:5]1[N:10]([CH2:11][CH3:12])[C:9](=[O:13])[N:8]([CH2:14][CH3:15])[C:7](=[O:16])[CH:6]=1.[C:18]([O:22][CH3:23])(=[O:21])[CH:19]=[CH2:20]. (4) The reactants are: [Cl:1][C:2]1[CH:7]=[C:6]([N+:8]([O-:10])=[O:9])[C:5]([O:11][CH3:12])=[CH:4][C:3]=1[CH2:13][CH2:14][NH:15]CC1C=CC(OC)=CC=1OC. Given the product [Cl:1][C:2]1[CH:7]=[C:6]([N+:8]([O-:10])=[O:9])[C:5]([O:11][CH3:12])=[CH:4][C:3]=1[CH2:13][CH2:14][NH2:15], predict the reactants needed to synthesize it.